Task: Predict which catalyst facilitates the given reaction.. Dataset: Catalyst prediction with 721,799 reactions and 888 catalyst types from USPTO (1) Reactant: CN.O=C1C2C(=CC=CC=2)C(=O)[N:5]1[CH2:14][C:15]1[CH:23]=[CH:22][CH:21]=[CH:20][C:16]=1[C:17]([OH:19])=[O:18]. Product: [NH2:5][CH2:14][C:15]1[CH:23]=[CH:22][CH:21]=[CH:20][C:16]=1[C:17]([OH:19])=[O:18]. The catalyst class is: 14. (2) Reactant: [CH2:1]([O:3][C:4]([C:6]1[N:7]([NH2:11])[CH:8]=[CH:9][CH:10]=1)=[O:5])[CH3:2].[C:12](#[N:16])[CH2:13][CH2:14][CH3:15].Cl.C(N(CC)CC)C. Product: [CH2:1]([O:3][C:4]([C:6]1[N:7]([NH:11][C:12](=[NH:16])[CH2:13][CH2:14][CH3:15])[CH:8]=[CH:9][CH:10]=1)=[O:5])[CH3:2]. The catalyst class is: 12.